From a dataset of Experimentally validated miRNA-target interactions with 360,000+ pairs, plus equal number of negative samples. Binary Classification. Given a miRNA mature sequence and a target amino acid sequence, predict their likelihood of interaction. (1) The protein sequence of the target gene is MGPASPAARGLSRRPGQPPLPLLLPLLLLLLRAQPAIGSLAGGSPGAAEAPGSAQVAGLCGRLTLHRDLRTGRWEPDPQRSRRCLRDPQRVLEYCRQMYPELQIARVEQATQAIPMERWCGGSRSGSCAHPHHQVVPFRCLPGEFVSEALLVPEGCRFLHQERMDQCESSTRRHQEAQEACSSQGLILHGSGMLLPCGSDRFRGVEYVCCPPPGTPDPSGTAVGDPSTRSWPPGSRVEGAEDEEEEESFPQPVDDYFVEPPQAEEEEETVPPPSSHTLAVVGKVTPTPRPTDGVDIYFGM.... The miRNA is mmu-miR-1946a with sequence AGCCGGGCAGUGGUGGCACACACUUUU. Result: 0 (no interaction). (2) The miRNA is hsa-miR-548x-5p with sequence UGCAAAAGUAAUUGCAGUUUUUG. The protein sequence of the target gene is MNPTLILAAFCLGIASATLTFDHSLEAQWTKWKAMHNRLYGMNEEGWRRAVWEKNMKMIELHNQEYREGKHSFTMAMNAFGDMTSEEFRQVMNGFQNRKPRKGKVFQEPLFYEAPRSVDWREKGYVTPVKNQGQCGSCWAFSATGALEGQMFRKTGRLISLSEQNLVDCSGPQGNEGCNGGLMDYAFQYVQDNGGLDSEESYPYEATEESCKYNPKYSVANDTGFVDIPKQEKALMKAVATVGPISVAIDAGHESFLFYKEGIYFEPDCSSEDMDHGVLVVGYGFESTESDNNKYWLVKN.... Result: 0 (no interaction). (3) The miRNA is hsa-miR-3155b with sequence CCAGGCUCUGCAGUGGGA. The protein sequence of the target gene is MLLKEYRICMPLTVDEYKIGQLYMISKHSHEQSDRGEGVEVVQNEPFEDPHHGNGQFTEKRVYLNSKLPSWARAVVPKIFYVTEKAWNYYPYTITEYTCSFLPKFSIHIETKYEDNKGSNDTIFDNEAKDVEREVCFIDIACDEIPERYYKESEDPKHFKSEKTGRGQLREGWRDSHQPIMCSYKLVTVKFEVWGLQTRVEQFVHKVVRDILLIGHRQAFAWVDEWYDMTMDEVREFERATQEATNKKIGIFPPAISISSIPLLPSSVRSAPSSAPSTPLSTDAPEFLSVPKDRPRKKSA.... Result: 0 (no interaction). (4) The miRNA is cel-miR-791-3p with sequence UUUGGCACUCCGCAGAUAAGGCAA. The protein sequence of the target gene is MFWKFDLNTTSHVDKLLDKEHVTLQELMDEDDILQECKAQNQKLLDFLCRQQCMEELVSLITQDPPLDMEEKVRFKYPNTACELLTCDVPQISDRLGGDESLLSLLYDFLDHEPPLNPLLASFFSKTIGNLIARKTEQVITFLKKKDKFISLVLKHIGTSALMDLLLRLVSCVEPAGLRQDVLHWLNEEKVIQRLVELIHPSQDEDRQSNASQTLCDIVRLGRDQGSQLQEALEPDPLLTALESQDCVEQLLKNMFDGDRTESCLVSGTQVLLTLLETRRVGTEGLVDSFSQGLERSYAV.... Result: 0 (no interaction).